This data is from Forward reaction prediction with 1.9M reactions from USPTO patents (1976-2016). The task is: Predict the product of the given reaction. (1) Given the reactants [C:1]([O:5][C:6](=[O:22])[C@@H:7]([N:10]1[C:15](=[O:16])[C:14]2[N:17]=[CH:18][CH:19]=[CH:20][C:13]=2[NH:12][C:11]1=[O:21])[CH2:8][CH3:9])([CH3:4])([CH3:3])[CH3:2].Br[CH2:24][C:25]1[C:29]2[C:30]([CH3:35])=[CH:31][C:32]([CH3:34])=[CH:33][C:28]=2[S:27][N:26]=1.C(=O)([O-])[O-].[K+].[K+], predict the reaction product. The product is: [C:1]([O:5][C:6](=[O:22])[C@@H:7]([N:10]1[C:15](=[O:16])[C:14]2[N:17]=[CH:18][CH:19]=[CH:20][C:13]=2[N:12]([CH2:24][C:25]2[C:29]3[C:30]([CH3:35])=[CH:31][C:32]([CH3:34])=[CH:33][C:28]=3[S:27][N:26]=2)[C:11]1=[O:21])[CH2:8][CH3:9])([CH3:2])([CH3:3])[CH3:4]. (2) Given the reactants [C:1]([O:5][C:6]([N:8]1[CH2:13][CH2:12][CH2:11][CH:10]([C:14]([OH:16])=[O:15])[CH2:9]1)=[O:7])([CH3:4])([CH3:3])[CH3:2].C(=O)([O-])[O-].[K+].[K+].Br[C:24]([F:28])([F:27])[CH:25]=[CH2:26].O, predict the reaction product. The product is: [F:27][C:24]([F:28])=[CH:25][CH2:26][O:15][C:14]([CH:10]1[CH2:11][CH2:12][CH2:13][N:8]([C:6]([O:5][C:1]([CH3:4])([CH3:2])[CH3:3])=[O:7])[CH2:9]1)=[O:16].